Dataset: Reaction yield outcomes from USPTO patents with 853,638 reactions. Task: Predict the reaction yield, written as a fraction of the theoretical maximum amount of product (1.0 means a 100% yield; for example, 0.34 means a 34% yield). (1) The reactants are [N-]=[N+]=[N-].[Na+].[Cl-].[NH4+:6].[CH3:7][O:8][C:9]1[CH:14]=[CH:13][C:12]([C:15]23[NH:32][CH2:31][CH2:30][N:16]2[C:17](=[O:29])[C:18]2[N:19]([CH:21]=[C:22]([C:24]4[NH:28][N:27]=[N:26][N:25]=4)[CH:23]=2)[CH2:20]3)=[CH:11][CH:10]=1.CN([CH:36]=[O:37])C. No catalyst specified. The product is [CH3:7][O:8][C:9]1[CH:14]=[CH:13][C:12]([C:15]23[N:32]([C:9]([C:10]4[C:11]([CH3:12])=[N:6][O:37][CH:36]=4)=[O:8])[CH2:31][CH2:30][N:16]2[C:17](=[O:29])[C:18]2[N:19]([CH:21]=[C:22]([C:24]4[NH:28][N:27]=[N:26][N:25]=4)[CH:23]=2)[CH2:20]3)=[CH:11][CH:10]=1. The yield is 0.130. (2) The reactants are [NH2:1][C:2]1[CH:10]=[C:9]([C:11]([OH:13])=[O:12])[CH:8]=[CH:7][C:3]=1[C:4]([OH:6])=[O:5].[N:14]([O-])=O.[Na+].[Cl:18][C:19]1[CH:24]=[CH:23][CH:22]=[C:21]([Cl:25])[C:20]=1[OH:26]. The catalyst is O.Cl.[OH-].[K+]. The product is [Cl:18][C:19]1[CH:24]=[C:23]([N:14]=[N:1][C:2]2[CH:10]=[C:9]([C:11]([OH:13])=[O:12])[CH:8]=[CH:7][C:3]=2[C:4]([OH:6])=[O:5])[CH:22]=[C:21]([Cl:25])[C:20]=1[OH:26]. The yield is 0.200. (3) The reactants are [CH3:1][O:2][C:3]1[CH:44]=[CH:43][C:6]([CH2:7][N:8]([CH2:34][C:35]2[CH:40]=[CH:39][C:38]([O:41][CH3:42])=[CH:37][CH:36]=2)[C:9]2[N:14]=[C:13]([CH3:15])[N:12]=[C:11]([C:16]3[C:17]([NH:24][C:25]4[CH:26]=[N:27][C:28]([O:32][CH3:33])=[C:29]([F:31])[CH:30]=4)=[N:18][CH:19]=[C:20]([CH:23]=3)[CH:21]=O)[N:10]=2)=[CH:5][CH:4]=1.[CH3:45][C@@H:46]1[CH2:51][NH:50][CH2:49][CH2:48][N:47]1[C:52]([O:54][C:55]([CH3:58])([CH3:57])[CH3:56])=[O:53].O1CCCC1.C([BH3-])#N.[Na+]. The catalyst is [O-]CC.[Ti+4].[O-]CC.[O-]CC.[O-]CC. The product is [CH3:42][O:41][C:38]1[CH:37]=[CH:36][C:35]([CH2:34][N:8]([CH2:7][C:6]2[CH:5]=[CH:4][C:3]([O:2][CH3:1])=[CH:44][CH:43]=2)[C:9]2[N:14]=[C:13]([CH3:15])[N:12]=[C:11]([C:16]3[CH:23]=[C:20]([CH2:21][N:50]4[CH2:49][CH2:48][N:47]([C:52]([O:54][C:55]([CH3:57])([CH3:56])[CH3:58])=[O:53])[C@H:46]([CH3:45])[CH2:51]4)[CH:19]=[N:18][C:17]=3[NH:24][C:25]3[CH:26]=[N:27][C:28]([O:32][CH3:33])=[C:29]([F:31])[CH:30]=3)[N:10]=2)=[CH:40][CH:39]=1. The yield is 0.741. (4) The reactants are [H-].[Al+3].[Li+].[H-].[H-].[H-].[Cl:7][C:8]1[CH:13]=[C:12]([C:14]([F:17])([F:16])[F:15])[CH:11]=[C:10]([Cl:18])[C:9]=1[C:19]1[CH:20]=[CH:21][C:22]([CH3:29])=[C:23]([S:25](Cl)(=O)=O)[CH:24]=1.[ClH:30]. The catalyst is C(OCC)C. The product is [S:25]([C:23]1[CH:24]=[C:19]([C:9]2[C:10]([Cl:30])=[CH:11][C:12]([C:14]([F:16])([F:17])[F:15])=[CH:13][C:8]=2[Cl:7])[CH:20]=[CH:21][C:22]=1[CH3:29])[C:23]1[CH:24]=[C:19]([C:9]2[C:8]([Cl:7])=[CH:13][C:12]([C:14]([F:17])([F:16])[F:15])=[CH:11][C:10]=2[Cl:18])[CH:20]=[CH:21][C:22]=1[CH3:29]. The yield is 0.750. (5) The reactants are [CH3:1][O:2][C:3](=[O:12])[C:4]1[CH:9]=[C:8]([F:10])[CH:7]=[CH:6][C:5]=1[NH2:11].C[O:14][C:15](=O)[CH2:16][C:17](=[O:19])[CH3:18]. The catalyst is C1(C)C=CC=CC=1. The product is [CH3:1][O:2][C:3](=[O:12])[C:4]1[CH:9]=[C:8]([F:10])[CH:7]=[CH:6][C:5]=1[NH:11][C:15](=[O:14])[CH2:16][C:17](=[O:19])[CH3:18]. The yield is 0.970. (6) The reactants are [Cl:1][CH2:2][C:3](Cl)=O.[NH2:6][C:7]1[CH:22]=[CH:21][CH:20]=[C:19]([CH3:23])[C:8]=1[C:9]([NH:11][C:12]1[CH:17]=[CH:16][CH:15]=[CH:14][C:13]=1[Cl:18])=[O:10]. The catalyst is C(O)(=O)C. The product is [Cl:1][CH2:2][C:3]1[N:11]([C:12]2[CH:17]=[CH:16][CH:15]=[CH:14][C:13]=2[Cl:18])[C:9](=[O:10])[C:8]2[C:7](=[CH:22][CH:21]=[CH:20][C:19]=2[CH3:23])[N:6]=1. The yield is 0.360. (7) The reactants are [NH:1]([C:17]([O:19][C:20]([CH3:23])([CH3:22])[CH3:21])=[O:18])[C@H:2]([C:7]([O:9]N1C(=O)CCC1=O)=O)[CH2:3][CH:4]([CH3:6])[CH3:5].[NH2:24][C@H:25]([C:31]([O:33][C:34]([CH3:37])([CH3:36])[CH3:35])=[O:32])[CH2:26][CH2:27][C:28](=[O:30])[OH:29].CN1CCOCC1. The catalyst is CN(C=O)C.CN(C1C=CN=CC=1)C. The product is [NH:1]([C:17]([O:19][C:20]([CH3:21])([CH3:22])[CH3:23])=[O:18])[C@H:2]([C:7]([NH:24][C@H:25]([C:31]([O:33][C:34]([CH3:37])([CH3:36])[CH3:35])=[O:32])[CH2:26][CH2:27][C:28](=[O:29])[OH:30])=[O:9])[CH2:3][CH:4]([CH3:5])[CH3:6]. The yield is 1.00.